The task is: Predict the reaction yield, written as a fraction of the theoretical maximum amount of product (1.0 means a 100% yield; for example, 0.34 means a 34% yield).. This data is from Reaction yield outcomes from USPTO patents with 853,638 reactions. (1) The reactants are [Cl:1][C:2]1[C:3]([C:8]([OH:10])=O)=[N:4][CH:5]=[CH:6][N:7]=1.C(Cl)(=O)C(Cl)=O.C(N(CC)CC)C.[F:24][C:25]1[CH:31]=[C:30]([F:32])[CH:29]=[CH:28][C:26]=1[NH2:27]. The catalyst is C(Cl)Cl.CN(C=O)C. The product is [Cl:1][C:2]1[C:3]([C:8]([NH:27][C:26]2[CH:28]=[CH:29][C:30]([F:32])=[CH:31][C:25]=2[F:24])=[O:10])=[N:4][CH:5]=[CH:6][N:7]=1. The yield is 0.530. (2) The reactants are [NH2:1][C:2]1[CH:3]=[C:4](B(O)O)[CH:5]=[CH:6][CH:7]=1.Br[C:12]1[CH:13]=[CH:14][C:15]([F:21])=[C:16]([N+:18]([O-:20])=[O:19])[CH:17]=1.C(=O)(O)[O-].[Na+]. The catalyst is C1(C)C=CC=CC=1.C1C=CC([P]([Pd]([P](C2C=CC=CC=2)(C2C=CC=CC=2)C2C=CC=CC=2)([P](C2C=CC=CC=2)(C2C=CC=CC=2)C2C=CC=CC=2)[P](C2C=CC=CC=2)(C2C=CC=CC=2)C2C=CC=CC=2)(C2C=CC=CC=2)C2C=CC=CC=2)=CC=1. The product is [F:21][C:15]1[CH:14]=[CH:13][C:12]([C:4]2[CH:5]=[CH:6][CH:7]=[C:2]([NH2:1])[CH:3]=2)=[CH:17][C:16]=1[N+:18]([O-:20])=[O:19]. The yield is 0.920. (3) The reactants are [CH2:1]([O:8][C:9]1[C:10]([NH2:16])=[N:11][C:12]([Br:15])=[CH:13][CH:14]=1)[C:2]1[CH:7]=[CH:6][CH:5]=[CH:4][CH:3]=1.Cl[CH2:18][CH:19]=O. No catalyst specified. The product is [CH2:1]([O:8][C:9]1[C:10]2[N:11]([CH:18]=[CH:19][N:16]=2)[C:12]([Br:15])=[CH:13][CH:14]=1)[C:2]1[CH:7]=[CH:6][CH:5]=[CH:4][CH:3]=1. The yield is 0.880. (4) The reactants are [CH3:1][O:2][C:3]([C:5]1[N:6]([CH2:26][C:27](O)=[O:28])[C:7]2[C:12]([C:13]=1[C:14]1[CH:19]=[CH:18][C:17]([O:20][CH3:21])=[CH:16][CH:15]=1)=[CH:11][C:10]([O:22][CH3:23])=[C:9]([O:24][CH3:25])[CH:8]=2)=[O:4].O=S(Cl)Cl.[CH3:34][NH2:35].C1COCC1. The catalyst is O1CCOCC1. The product is [CH3:1][O:2][C:3]([C:5]1[N:6]([CH2:26][C:27](=[O:28])[NH:35][CH3:34])[C:7]2[C:12]([C:13]=1[C:14]1[CH:15]=[CH:16][C:17]([O:20][CH3:21])=[CH:18][CH:19]=1)=[CH:11][C:10]([O:22][CH3:23])=[C:9]([O:24][CH3:25])[CH:8]=2)=[O:4]. The yield is 0.700. (5) The reactants are [CH3:1][C:2]1([C:13]([O:15][CH2:16][CH3:17])=[O:14])[C:11](=[O:12])[CH2:10][CH2:9][C:4]2([O:8][CH2:7][CH2:6][O:5]2)[CH2:3]1.[BH4-].[Na+]. The catalyst is CO.CCOC(C)=O. The product is [OH:12][C@@H:11]1[CH2:10][CH2:9][C:4]2([O:8][CH2:7][CH2:6][O:5]2)[CH2:3][C@:2]1([CH3:1])[C:13]([O:15][CH2:16][CH3:17])=[O:14]. The yield is 0.990.